The task is: Regression. Given two drug SMILES strings and cell line genomic features, predict the synergy score measuring deviation from expected non-interaction effect.. This data is from NCI-60 drug combinations with 297,098 pairs across 59 cell lines. (1) Drug 1: C(=O)(N)NO. Drug 2: CC(C)(C#N)C1=CC(=CC(=C1)CN2C=NC=N2)C(C)(C)C#N. Cell line: SK-MEL-5. Synergy scores: CSS=-3.00, Synergy_ZIP=4.42, Synergy_Bliss=5.44, Synergy_Loewe=-3.19, Synergy_HSA=-2.14. (2) Drug 1: C1=CC(=C2C(=C1NCCNCCO)C(=O)C3=C(C=CC(=C3C2=O)O)O)NCCNCCO. Drug 2: C1=NC2=C(N1)C(=S)N=CN2. Cell line: SF-539. Synergy scores: CSS=40.8, Synergy_ZIP=-9.63, Synergy_Bliss=-14.3, Synergy_Loewe=-13.7, Synergy_HSA=-9.36. (3) Drug 1: CC(C1=C(C=CC(=C1Cl)F)Cl)OC2=C(N=CC(=C2)C3=CN(N=C3)C4CCNCC4)N. Drug 2: CC(C)NC(=O)C1=CC=C(C=C1)CNNC.Cl. Cell line: SR. Synergy scores: CSS=81.0, Synergy_ZIP=11.6, Synergy_Bliss=5.33, Synergy_Loewe=-19.0, Synergy_HSA=4.15. (4) Cell line: SF-268. Synergy scores: CSS=27.5, Synergy_ZIP=-0.638, Synergy_Bliss=0.157, Synergy_Loewe=-25.4, Synergy_HSA=0.319. Drug 1: COC1=NC(=NC2=C1N=CN2C3C(C(C(O3)CO)O)O)N. Drug 2: CC1C(C(CC(O1)OC2CC(CC3=C2C(=C4C(=C3O)C(=O)C5=C(C4=O)C(=CC=C5)OC)O)(C(=O)CO)O)N)O.Cl. (5) Drug 1: CC1=C(C=C(C=C1)NC2=NC=CC(=N2)N(C)C3=CC4=NN(C(=C4C=C3)C)C)S(=O)(=O)N.Cl. Drug 2: C1CCC(CC1)NC(=O)N(CCCl)N=O. Cell line: RPMI-8226. Synergy scores: CSS=22.3, Synergy_ZIP=9.55, Synergy_Bliss=11.3, Synergy_Loewe=-14.1, Synergy_HSA=5.93. (6) Drug 2: C1=CC=C(C=C1)NC(=O)CCCCCCC(=O)NO. Drug 1: CC(C1=C(C=CC(=C1Cl)F)Cl)OC2=C(N=CC(=C2)C3=CN(N=C3)C4CCNCC4)N. Cell line: UACC62. Synergy scores: CSS=14.9, Synergy_ZIP=-8.35, Synergy_Bliss=-8.90, Synergy_Loewe=-12.7, Synergy_HSA=-8.82. (7) Drug 1: CC1C(C(CC(O1)OC2CC(CC3=C2C(=C4C(=C3O)C(=O)C5=C(C4=O)C(=CC=C5)OC)O)(C(=O)C)O)N)O.Cl. Drug 2: CCCS(=O)(=O)NC1=C(C(=C(C=C1)F)C(=O)C2=CNC3=C2C=C(C=N3)C4=CC=C(C=C4)Cl)F. Cell line: COLO 205. Synergy scores: CSS=54.6, Synergy_ZIP=1.32, Synergy_Bliss=2.94, Synergy_Loewe=-1.27, Synergy_HSA=3.88. (8) Drug 1: CC1OCC2C(O1)C(C(C(O2)OC3C4COC(=O)C4C(C5=CC6=C(C=C35)OCO6)C7=CC(=C(C(=C7)OC)O)OC)O)O. Drug 2: CC1=CC2C(CCC3(C2CCC3(C(=O)C)OC(=O)C)C)C4(C1=CC(=O)CC4)C. Cell line: HL-60(TB). Synergy scores: CSS=79.4, Synergy_ZIP=14.4, Synergy_Bliss=14.4, Synergy_Loewe=-21.0, Synergy_HSA=13.2. (9) Drug 1: C1CN1P(=S)(N2CC2)N3CC3. Drug 2: C1C(C(OC1N2C=NC3=C2NC=NCC3O)CO)O. Cell line: BT-549. Synergy scores: CSS=12.9, Synergy_ZIP=3.28, Synergy_Bliss=8.82, Synergy_Loewe=6.12, Synergy_HSA=6.04.